Dataset: Full USPTO retrosynthesis dataset with 1.9M reactions from patents (1976-2016). Task: Predict the reactants needed to synthesize the given product. The reactants are: [C:1]([O:4][CH2:5][C:6]([OH:8])=O)(=[O:3])[CH3:2].[NH2:9][CH2:10][CH:11]([OH:13])[CH3:12].O.OC1C2N=NNC=2C=CC=1.Cl.C(N=C=NCCCN(C)C)C. Given the product [C:1]([O:4][CH2:5][C:6](=[O:8])[NH:9][CH2:10][CH:11]([OH:13])[CH3:12])(=[O:3])[CH3:2], predict the reactants needed to synthesize it.